Dataset: Forward reaction prediction with 1.9M reactions from USPTO patents (1976-2016). Task: Predict the product of the given reaction. (1) The product is: [C:42]([CH2:39][CH2:40][O:41][P:7](=[O:8])([O:44][CH2:4][CH2:5][C:6]#[N:1])[O:36][C:23]1[CH:22]=[C:21]([C:20]2[O:19][CH2:18][C:17]([CH3:38])([CH3:37])[C:16]=2[C:12]([CH3:15])([CH3:13])[CH3:14])[CH:26]=[CH:25][C:24]=1[C:27]1[CH:31]=[C:30]([C:32]([F:35])([F:34])[F:33])[O:29][N:28]=1)#[N:43]. Given the reactants [N:1]1[CH:6]=[CH:5][CH:4]=CC=1.[P:7](Cl)(Cl)(Cl)=[O:8].[C:12]([C:16]1[C:17]([CH3:38])([CH3:37])[CH2:18][O:19][C:20]=1[C:21]1[CH:26]=[CH:25][C:24]([C:27]2[CH:31]=[C:30]([C:32]([F:35])([F:34])[F:33])[O:29][N:28]=2)=[C:23]([OH:36])[CH:22]=1)([CH3:15])([CH3:14])[CH3:13].[CH2:39]([C:42]#[N:43])[CH2:40][OH:41].[OH2:44], predict the reaction product. (2) Given the reactants [Br:1][C:2]1[CH:10]=[CH:9][C:5]([C:6]([NH2:8])=[O:7])=[CH:4][CH:3]=1.[CH3:11][N:12]([CH:14](OC)OC)[CH3:13], predict the reaction product. The product is: [Br:1][C:2]1[CH:10]=[CH:9][C:5]([C:6]([N:8]=[CH:11][N:12]([CH3:14])[CH3:13])=[O:7])=[CH:4][CH:3]=1. (3) Given the reactants [CH3:1][O:2][C:3]1[CH:8]=[C:7]([N+:9]([O-])=O)[CH:6]=[CH:5][C:4]=1[C:12]([N:14]1[CH2:19][CH2:18][N:17]([CH:20]2[CH2:23][O:22][CH2:21]2)[CH2:16][CH2:15]1)=[O:13], predict the reaction product. The product is: [NH2:9][C:7]1[CH:6]=[CH:5][C:4]([C:12]([N:14]2[CH2:19][CH2:18][N:17]([CH:20]3[CH2:23][O:22][CH2:21]3)[CH2:16][CH2:15]2)=[O:13])=[C:3]([O:2][CH3:1])[CH:8]=1.